From a dataset of Full USPTO retrosynthesis dataset with 1.9M reactions from patents (1976-2016). Predict the reactants needed to synthesize the given product. (1) Given the product [CH3:12][C:11]1[CH:2]=[C:3]([OH:14])[C:4]2[C:9]([CH:10]=1)=[CH:8][C:7]([CH3:13])=[CH:6][CH:5]=2, predict the reactants needed to synthesize it. The reactants are: Br[C:2]1[C:11]([CH3:12])=[CH:10][C:9]2[C:4](=[CH:5][CH:6]=[C:7]([CH3:13])[CH:8]=2)[C:3]=1[OH:14].CCN(CC)CC. (2) Given the product [C:11]([O:15][C:16]([N:18]1[C:22]2=[C:23]([NH:38][S:7]([C:4]3([CH2:1][CH:2]=[CH2:3])[CH2:6][CH2:5]3)(=[O:9])=[O:8])[C:24]([NH:29][C:30]3[CH:35]=[CH:34][C:33]([Br:36])=[CH:32][C:31]=3[F:37])=[C:25]([CH3:28])[C:26](=[O:27])[N:21]2[CH2:20][CH2:19]1)=[O:17])([CH3:12])([CH3:13])[CH3:14], predict the reactants needed to synthesize it. The reactants are: [CH2:1]([C:4]1([S:7](Cl)(=[O:9])=[O:8])[CH2:6][CH2:5]1)[CH:2]=[CH2:3].[C:11]([O:15][C:16]([N:18]1[C:22]2=[C:23]([NH2:38])[C:24]([NH:29][C:30]3[CH:35]=[CH:34][C:33]([Br:36])=[CH:32][C:31]=3[F:37])=[C:25]([CH3:28])[C:26](=[O:27])[N:21]2[CH2:20][CH2:19]1)=[O:17])([CH3:14])([CH3:13])[CH3:12].C(OC(=O)C)C. (3) Given the product [OH:35][CH2:34][CH2:36][NH:37][C:4]([C:6]1[C:7]2[S:15][CH:14]=[C:13]([CH2:16][O:17][C:18]3[CH:23]=[CH:22][CH:21]=[C:20]([O:24][CH2:25][C:26]4[CH:31]=[CH:30][C:29]([O:32][CH3:33])=[CH:28][CH:27]=4)[CH:19]=3)[C:8]=2[C:9]([NH2:12])=[N:10][CH:11]=1)=[O:5], predict the reactants needed to synthesize it. The reactants are: C(O[C:4]([C:6]1[C:7]2[S:15][CH:14]=[C:13]([CH2:16][O:17][C:18]3[CH:23]=[CH:22][CH:21]=[C:20]([O:24][CH2:25][C:26]4[CH:31]=[CH:30][C:29]([O:32][CH3:33])=[CH:28][CH:27]=4)[CH:19]=3)[C:8]=2[C:9]([NH2:12])=[N:10][CH:11]=1)=[O:5])C.[CH2:34]([CH2:36][NH2:37])[OH:35]. (4) Given the product [CH3:3][C:2]([C@H:4]1[C@@H:8]2[C@@H:9]3[C@@:22]([CH3:25])([CH2:23][CH2:24][C@@:7]2([C:31]([OH:33])=[O:32])[CH2:6][CH2:5]1)[C@@:21]1([CH3:26])[C@@H:12]([C@:13]2([CH3:30])[C@@H:18]([CH2:19][CH2:20]1)[C:17]([CH3:27])([CH3:28])[C@@H:16]([O:29][C:35]([CH3:34])=[O:36])[CH2:15][CH2:14]2)[CH2:11][CH2:10]3)=[CH2:1], predict the reactants needed to synthesize it. The reactants are: [CH3:1][C:2]([C@H:4]1[C@@H:8]2[C@@H:9]3[C@@:22]([CH3:25])([CH2:23][CH2:24][C@@:7]2([C:31]([OH:33])=[O:32])[CH2:6][CH2:5]1)[C@@:21]1([CH3:26])[C@@H:12]([C@:13]2([CH3:30])[C@@H:18]([CH2:19][CH2:20]1)[C:17]([CH3:28])([CH3:27])[C@@H:16]([OH:29])[CH2:15][CH2:14]2)[CH2:11][CH2:10]3)=[CH2:3].[CH3:34][C:35](OC(C)=O)=[O:36].